Task: Predict the product of the given reaction.. Dataset: Forward reaction prediction with 1.9M reactions from USPTO patents (1976-2016) (1) Given the reactants [CH3:1][C:2]1[CH:3]=[C:4]2[C:9](=[CH:10][CH:11]=1)[O:8][CH2:7][CH2:6][C:5]2=O.[CH3:13][O:14][N:15]=C1C2C(=CC(C(C)(C)C)=CC=2)OCC1, predict the reaction product. The product is: [CH3:13][O:14][N:15]=[C:5]1[C:4]2[C:9](=[CH:10][CH:11]=[C:2]([CH3:1])[CH:3]=2)[O:8][CH2:7][CH2:6]1. (2) Given the reactants [NH2:1][C:2]1[S:3][C:4]([C:10]2[C:15]([F:16])=[CH:14][C:13]([C:17]([OH:20])([CH3:19])[CH3:18])=[CH:12][C:11]=2[F:21])=[CH:5][C:6]=1[C:7]([NH2:9])=[O:8].Br[C:23]1[N:28]=[C:27]([NH:29][S:30]([N:33]([CH3:35])[CH3:34])(=[O:32])=[O:31])[CH:26]=[CH:25][CH:24]=1, predict the reaction product. The product is: [F:16][C:15]1[CH:14]=[C:13]([C:17]([OH:20])([CH3:18])[CH3:19])[CH:12]=[C:11]([F:21])[C:10]=1[C:4]1[S:3][C:2]([NH:1][C:23]2[CH:24]=[CH:25][CH:26]=[C:27]([NH:29][S:30]([N:33]([CH3:35])[CH3:34])(=[O:32])=[O:31])[N:28]=2)=[C:6]([C:7]([NH2:9])=[O:8])[CH:5]=1. (3) The product is: [F:15][C:16]([F:29])([F:28])[S:17]([O:14][C:3]1[C:4]([C:8]2[CH:9]=[CH:10][N:11]=[CH:12][CH:13]=2)=[CH:5][CH:6]=[CH:7][C:2]=1[Cl:1])(=[O:19])=[O:18]. Given the reactants [Cl:1][C:2]1[CH:7]=[CH:6][CH:5]=[C:4]([C:8]2[CH:13]=[CH:12][N:11]=[CH:10][CH:9]=2)[C:3]=1[OH:14].[F:15][C:16]([F:29])([F:28])[S:17](O[S:17]([C:16]([F:29])([F:28])[F:15])(=[O:19])=[O:18])(=[O:19])=[O:18], predict the reaction product. (4) Given the reactants [CH3:1][O:2][C:3]1[CH:11]=[CH:10][C:6]([C:7](O)=[O:8])=[CH:5][CH:4]=1.S(Cl)([Cl:14])=O, predict the reaction product. The product is: [CH3:1][O:2][C:3]1[CH:11]=[CH:10][C:6]([C:7]([Cl:14])=[O:8])=[CH:5][CH:4]=1. (5) Given the reactants [Cl:1][C:2]1[CH:7]=[CH:6][C:5]([CH:8]([C:21]2[CH:26]=[CH:25][C:24]([Cl:27])=[CH:23][CH:22]=2)[C:9]2[CH:10]=[C:11]3[C:16](=[C:17]([Br:19])[CH:18]=2)[N:15]=[CH:14][CH:13]=[C:12]3Br)=[CH:4][CH:3]=1.[F:28][C:29]([F:41])([F:40])[S:30]([N:33]1[CH2:38][CH2:37][CH:36]([NH2:39])[CH2:35][CH2:34]1)(=[O:32])=[O:31].C([O-])([O-])=O.[Cs+].[Cs+].O1CCOCC1, predict the reaction product. The product is: [Cl:27][C:24]1[CH:23]=[CH:22][C:21]([CH:8]([C:5]2[CH:4]=[CH:3][C:2]([Cl:1])=[CH:7][CH:6]=2)[C:9]2[CH:10]=[C:11]3[C:16](=[C:17]([Br:19])[CH:18]=2)[N:15]=[CH:14][CH:13]=[C:12]3[NH:39][CH:36]2[CH2:37][CH2:38][N:33]([S:30]([C:29]([F:40])([F:41])[F:28])(=[O:32])=[O:31])[CH2:34][CH2:35]2)=[CH:26][CH:25]=1. (6) Given the reactants [C:1]([O:5][C:6]([N:8]1[CH2:13][CH2:12][O:11][C@H:10]([CH2:14][C:15]2[CH:20]=[CH:19][CH:18]=[C:17](Br)[CH:16]=2)[CH2:9]1)=[O:7])([CH3:4])([CH3:3])[CH3:2].COCCOC.[Cl:28][C:29]1[CH:34]=[CH:33][C:32](B(O)O)=[CH:31][N:30]=1.C(=O)(O)[O-].[Na+].C(=O)([O-])[O-].[K+].[K+], predict the reaction product. The product is: [C:1]([O:5][C:6]([N:8]1[CH2:13][CH2:12][O:11][C@H:10]([CH2:14][C:15]2[CH:20]=[CH:19][CH:18]=[C:17]([C:32]3[CH:31]=[N:30][C:29]([Cl:28])=[CH:34][CH:33]=3)[CH:16]=2)[CH2:9]1)=[O:7])([CH3:4])([CH3:3])[CH3:2]. (7) The product is: [CH3:1][O:2][C:3]1[CH:4]=[C:5]2[C:10](=[CH:11][CH:12]=1)[CH:9]=[C:8]([B:19]([OH:24])[OH:20])[CH:7]=[CH:6]2. Given the reactants [CH3:1][O:2][C:3]1[CH:4]=[C:5]2[C:10](=[CH:11][CH:12]=1)[CH:9]=[C:8](Br)[CH:7]=[CH:6]2.C([Li])CCC.[B:19](OC(C)C)([O:24]C(C)C)[O:20]C(C)C.C(OCC)(=O)C, predict the reaction product. (8) Given the reactants C([C@@](C(O)=O)(O)[C@@](C(=O)C1C=CC=CC=1)(O)C(O)=O)(=O)C1C=CC=CC=1.C(O)(C)C.[CH3:31][N:32]1[CH:36]([C:37]2[CH:42]=[CH:41][CH:40]=[N:39][CH:38]=2)[CH2:35][CH2:34][CH2:33]1, predict the reaction product. The product is: [N:39]1[CH:38]=[C:37]([C@H:36]2[CH2:35][CH2:34][CH2:33][N:32]2[CH3:31])[CH:42]=[CH:41][CH:40]=1.